This data is from Reaction yield outcomes from USPTO patents with 853,638 reactions. The task is: Predict the reaction yield, written as a fraction of the theoretical maximum amount of product (1.0 means a 100% yield; for example, 0.34 means a 34% yield). (1) The reactants are C(O[C:4](=[O:10])[CH2:5][CH2:6][O:7][CH2:8][CH3:9])C.[Li+].C[Si]([N-][Si](C)(C)C)(C)C.[CH:21]1([NH:26][C:27]2[C:32]([CH:33]=O)=[CH:31][N:30]=[C:29]([S:35][CH3:36])[N:28]=2)[CH2:25][CH2:24][CH2:23][CH2:22]1. The catalyst is O1CCCC1.C(OCC)(=O)C.O. The product is [CH:21]1([N:26]2[C:27]3[N:28]=[C:29]([S:35][CH3:36])[N:30]=[CH:31][C:32]=3[CH:33]=[C:5]([CH2:6][O:7][CH2:8][CH3:9])[C:4]2=[O:10])[CH2:22][CH2:23][CH2:24][CH2:25]1. The yield is 0.349. (2) The reactants are Br[C:2]1[CH:15]=[N:14][C:5]2[NH:6][C:7](=[O:13])[C:8]([CH3:12])([CH3:11])[NH:9][CH2:10][C:4]=2[CH:3]=1.[CH3:16][O:17][C:18]1[C:19]([O:31][CH2:32][CH2:33][CH3:34])=[C:20]([CH:28]=[CH:29][CH:30]=1)[CH2:21][N:22]([CH3:27])[C:23](=[O:26])[CH:24]=[CH2:25].C(N(C(C)C)C(C)C)C.CC1C=CC=CC=1P(C1C=CC=CC=1C)C1C=CC=CC=1C. The catalyst is C(#N)CC.CN(C=O)C.CCOCC.CCOC(C)=O.CC([O-])=O.CC([O-])=O.[Pd+2]. The product is [CH3:11][C:8]1([CH3:12])[C:7](=[O:13])[NH:6][C:5]2[N:14]=[CH:15][C:2](/[CH:25]=[CH:24]/[C:23]([N:22]([CH2:21][C:20]3[CH:28]=[CH:29][CH:30]=[C:18]([O:17][CH3:16])[C:19]=3[O:31][CH2:32][CH2:33][CH3:34])[CH3:27])=[O:26])=[CH:3][C:4]=2[CH2:10][NH:9]1. The yield is 0.600. (3) The reactants are C([O:4][CH2:5][C:6]1[C:7]([N:31]2[CH2:43][CH2:42][N:34]3[C:35]4[CH2:36][CH2:37][CH2:38][CH2:39][C:40]=4[CH:41]=[C:33]3[C:32]2=[O:44])=[N:8][CH:9]=[CH:10][C:11]=1[C:12]1[CH:17]=[C:16]([NH:18][C:19]2[CH:24]=[CH:23][C:22]([S:25]([CH3:28])(=[O:27])=[O:26])=[CH:21][N:20]=2)[C:15](=[O:29])[N:14]([CH3:30])[CH:13]=1)(=O)C.O.[Li+].[OH-]. The catalyst is C1COCC1. The product is [OH:4][CH2:5][C:6]1[C:7]([N:31]2[CH2:43][CH2:42][N:34]3[C:35]4[CH2:36][CH2:37][CH2:38][CH2:39][C:40]=4[CH:41]=[C:33]3[C:32]2=[O:44])=[N:8][CH:9]=[CH:10][C:11]=1[C:12]1[CH:17]=[C:16]([NH:18][C:19]2[CH:24]=[CH:23][C:22]([S:25]([CH3:28])(=[O:27])=[O:26])=[CH:21][N:20]=2)[C:15](=[O:29])[N:14]([CH3:30])[CH:13]=1. The yield is 0.900. (4) The reactants are N(C(OCC)=O)=NC(OCC)=O.[Cl:13][C:14]1[CH:33]=[CH:32][C:17]([NH:18][C:19]2[C:28]3[C:23](=[CH:24][C:25]([OH:31])=[C:26]([O:29][CH3:30])[CH:27]=3)[N:22]=[CH:21][N:20]=2)=[C:16]([F:34])[CH:15]=1.C1(P(C2C=CC=CC=2)C2C=CC=CC=2)C=CC=CC=1.[N:54]1[CH:59]=[CH:58][C:57]([CH2:60][CH2:61]O)=[CH:56][CH:55]=1. The catalyst is C(Cl)Cl. The product is [ClH:13].[Cl:13][C:14]1[CH:33]=[CH:32][C:17]([NH:18][C:19]2[C:28]3[C:23](=[CH:24][C:25]([O:31][CH2:61][CH2:60][C:57]4[CH:58]=[CH:59][N:54]=[CH:55][CH:56]=4)=[C:26]([O:29][CH3:30])[CH:27]=3)[N:22]=[CH:21][N:20]=2)=[C:16]([F:34])[CH:15]=1. The yield is 0.250. (5) The reactants are [Cl:1][C:2]1[C:3](Cl)=[N:4][CH:5]=[C:6]([CH:10]=1)[C:7]([OH:9])=[O:8].[F:12][C:13]([F:17])([CH3:16])[CH2:14][OH:15]. No catalyst specified. The product is [Cl:1][C:2]1[C:3]([O:15][CH2:14][C:13]([F:17])([F:12])[CH3:16])=[N:4][CH:5]=[C:6]([CH:10]=1)[C:7]([OH:9])=[O:8]. The yield is 0.850.